This data is from Forward reaction prediction with 1.9M reactions from USPTO patents (1976-2016). The task is: Predict the product of the given reaction. Given the reactants [OH:1][C:2]1[CH:7]=[CH:6][C:5]([C:8]2[CH:9]=[C:10]3[C:15](=[CH:16][CH:17]=2)[CH:14]=[C:13]([OH:18])[CH:12]=[CH:11]3)=[CH:4][CH:3]=1.C1C(=O)N([Br:26])C(=O)C1.O, predict the reaction product. The product is: [Br:26][C:14]1[C:15]2[C:10](=[CH:9][C:8]([C:5]3[CH:6]=[CH:7][C:2]([OH:1])=[CH:3][CH:4]=3)=[CH:17][CH:16]=2)[CH:11]=[CH:12][C:13]=1[OH:18].